From a dataset of Full USPTO retrosynthesis dataset with 1.9M reactions from patents (1976-2016). Predict the reactants needed to synthesize the given product. (1) Given the product [N:2]1[N:3]([C:7]2[CH:8]=[C:9]([CH:17]=[CH:18][CH:19]=2)[CH2:10][C@@H:11]2[CH2:16][CH2:15][CH2:14][CH2:13][N:12]2[C:27]([C:26]2[CH:30]=[CH:31][CH:32]=[CH:33][C:25]=2[N:21]2[N:22]=[CH:23][CH:24]=[N:20]2)=[O:28])[N:4]=[CH:5][CH:6]=1, predict the reactants needed to synthesize it. The reactants are: Cl.[N:2]1[N:3]([C:7]2[CH:8]=[C:9]([CH:17]=[CH:18][CH:19]=2)[CH2:10][C@@H:11]2[CH2:16][CH2:15][CH2:14][CH2:13][NH:12]2)[N:4]=[CH:5][CH:6]=1.[N:20]1[N:21]([C:25]2[CH:33]=[CH:32][CH:31]=[CH:30][C:26]=2[C:27](O)=[O:28])[N:22]=[CH:23][CH:24]=1. (2) Given the product [CH2:17]([N:19]1[C:23]2=[N:24][C:25]([CH2:47][CH3:48])=[C:26]([CH2:35][NH:36][C:37](=[O:46])[C:38]3[CH:39]=[CH:40][C:41]([CH2:44][NH:1][CH2:2][C@H:3]([OH:4])[C:5]4[CH:14]=[CH:13][C:12]([OH:15])=[C:11]5[C:6]=4[CH:7]=[CH:8][C:9](=[O:16])[NH:10]5)=[CH:42][CH:43]=3)[C:27]([NH:28][CH:29]3[CH2:34][CH2:33][O:32][CH2:31][CH2:30]3)=[C:22]2[CH:21]=[N:20]1)[CH3:18], predict the reactants needed to synthesize it. The reactants are: [NH2:1][CH2:2][C@@H:3]([C:5]1[CH:14]=[CH:13][C:12]([OH:15])=[C:11]2[C:6]=1[CH:7]=[CH:8][C:9](=[O:16])[NH:10]2)[OH:4].[CH2:17]([N:19]1[C:23]2=[N:24][C:25]([CH2:47][CH3:48])=[C:26]([CH2:35][NH:36][C:37](=[O:46])[C:38]3[CH:43]=[CH:42][C:41]([CH:44]=O)=[CH:40][CH:39]=3)[C:27]([NH:28][CH:29]3[CH2:34][CH2:33][O:32][CH2:31][CH2:30]3)=[C:22]2[CH:21]=[N:20]1)[CH3:18]. (3) Given the product [NH2:7][C@@H:8]1[C:17]2[C:12](=[CH:13][CH:14]=[CH:15][CH:16]=2)[O:11][C@H:10]([C:18]2[S:19][C:20]([C:23]([O:25][CH2:26][CH3:27])=[O:24])=[CH:21][N:22]=2)[CH2:9]1, predict the reactants needed to synthesize it. The reactants are: C([S@]([N:7]=[C:8]1[C:17]2[C:12](=[CH:13][CH:14]=[CH:15][CH:16]=2)[O:11][C@H:10]([C:18]2[S:19][C:20]([C:23]([O:25][CH2:26][CH3:27])=[O:24])=[CH:21][N:22]=2)[CH2:9]1)=O)(C)(C)C.[BH4-].[Na+].Cl.O1CCOCC1.